From a dataset of Forward reaction prediction with 1.9M reactions from USPTO patents (1976-2016). Predict the product of the given reaction. (1) Given the reactants [H-].[Na+].[N:3]1([CH2:9][CH2:10][OH:11])[CH2:8][CH2:7][O:6][CH2:5][CH2:4]1.Cl[C:13]1[N:18]=[CH:17][C:16]([C:19]#[N:20])=[CH:15][CH:14]=1.C(=O)(O)[O-].[Na+], predict the reaction product. The product is: [N:3]1([CH2:9][CH2:10][O:11][C:13]2[N:18]=[CH:17][C:16]([C:19]#[N:20])=[CH:15][CH:14]=2)[CH2:8][CH2:7][O:6][CH2:5][CH2:4]1. (2) Given the reactants [CH3:1][C:2]1[C:11]2[C:6](=[CH:7][CH:8]=[CH:9][CH:10]=2)[C:5]([C:12](Cl)=[O:13])=[CH:4][CH:3]=1.[NH2:15][C:16]1[C:17]([C:22]([O:24][CH3:25])=[O:23])=[N:18][CH:19]=[CH:20][N:21]=1, predict the reaction product. The product is: [CH3:1][C:2]1[C:11]2[C:6](=[CH:7][CH:8]=[CH:9][CH:10]=2)[C:5]([C:12]([NH:15][C:16]2[C:17]([C:22]([O:24][CH3:25])=[O:23])=[N:18][CH:19]=[CH:20][N:21]=2)=[O:13])=[CH:4][CH:3]=1.